This data is from Reaction yield outcomes from USPTO patents with 853,638 reactions. The task is: Predict the reaction yield, written as a fraction of the theoretical maximum amount of product (1.0 means a 100% yield; for example, 0.34 means a 34% yield). The reactants are C[O:2][C:3](=[O:31])[CH:4]=[C:5]([C:7]1[CH:8]=[C:9]2[C:13](=[CH:14][CH:15]=1)[NH:12][CH:11]=[C:10]2[C:16]1[CH:21]=[C:20]([CH:22]([CH3:24])[CH3:23])[CH:19]=[C:18]([CH:25]([CH3:27])[CH3:26])[C:17]=1[O:28][CH2:29][CH3:30])[CH3:6].[OH-].[Na+]. The catalyst is CO.O1CCOCC1.Cl.O. The product is [CH2:29]([O:28][C:17]1[C:18]([CH:25]([CH3:27])[CH3:26])=[CH:19][C:20]([CH:22]([CH3:23])[CH3:24])=[CH:21][C:16]=1[C:10]1[C:9]2[C:13](=[CH:14][CH:15]=[C:7]([C:5]([CH3:6])=[CH:4][C:3]([OH:31])=[O:2])[CH:8]=2)[NH:12][CH:11]=1)[CH3:30]. The yield is 0.620.